The task is: Predict the reactants needed to synthesize the given product.. This data is from Full USPTO retrosynthesis dataset with 1.9M reactions from patents (1976-2016). (1) Given the product [CH2:25]([N:32]1[CH:36]=[C:35]([CH2:1][Br:5])[C:34]([N+:39]([O-:41])=[O:40])=[N:33]1)[C:26]1[CH:31]=[CH:30][CH:29]=[CH:28][CH:27]=1, predict the reactants needed to synthesize it. The reactants are: [C:1]([Br:5])(Br)(Br)Br.C1(P(C2C=CC=CC=2)C2C=CC=CC=2)C=CC=CC=1.[CH2:25]([N:32]1[CH:36]=[C:35](CO)[C:34]([N+:39]([O-:41])=[O:40])=[N:33]1)[C:26]1[CH:31]=[CH:30][CH:29]=[CH:28][CH:27]=1. (2) Given the product [C:1]([O:5][C:6]([N:8]1[CH2:12][CH2:11][CH2:10][C@H:9]1[CH2:13][O:14][C:15]1[CH:20]=[CH:19][C:18]([OH:21])=[CH:17][CH:16]=1)=[O:7])([CH3:4])([CH3:2])[CH3:3], predict the reactants needed to synthesize it. The reactants are: [C:1]([O:5][C:6]([N:8]1[CH2:12][CH2:11][CH2:10][C@H:9]1[CH2:13][O:14][C:15]1[CH:20]=[CH:19][C:18]([O:21]CC2C=CC=CC=2)=[CH:17][CH:16]=1)=[O:7])([CH3:4])([CH3:3])[CH3:2]. (3) Given the product [CH2:9]([O:16][C:17]1[CH:18]=[C:19]([CH:25]=[C:26]([O:29][CH2:30][CH3:31])[C:27]=1[CH:4]1[CH2:7][CH2:6][CH2:5]1)[C:20]([O:22][CH2:23][CH3:24])=[O:21])[C:10]1[CH:11]=[CH:12][CH:13]=[CH:14][CH:15]=1, predict the reactants needed to synthesize it. The reactants are: II.[Mg].[CH:4]1(Br)[CH2:7][CH2:6][CH2:5]1.[CH2:9]([O:16][C:17]1[CH:18]=[C:19]([CH:25]=[C:26]([O:29][CH2:30][CH3:31])[C:27]=1I)[C:20]([O:22][CH2:23][CH3:24])=[O:21])[C:10]1[CH:15]=[CH:14][CH:13]=[CH:12][CH:11]=1.C1(P(C2CCCCC2)C2C=CC=CC=2C2C(OC)=CC=CC=2OC)CCCCC1. (4) Given the product [ClH:23].[CH2:21]([S:18]([C:5]1[CH:4]=[CH:3][C:2]([NH2:1])=[CH:17][C:6]=1[CH2:7][NH:8][CH3:9])(=[O:19])=[O:20])[CH3:22], predict the reactants needed to synthesize it. The reactants are: [NH2:1][C:2]1[CH:3]=[CH:4][C:5]([S:18]([CH2:21][CH3:22])(=[O:20])=[O:19])=[C:6]([CH:17]=1)[CH2:7][N:8](C)[C:9](=O)OC(C)(C)C.[ClH:23].O1CCOCC1. (5) Given the product [Cl:1][C:2]1[N:7]=[C:6]([CH:8]=[O:9])[CH:5]=[C:4]([O:12][CH2:13][CH2:14][O:15][CH3:16])[N:3]=1, predict the reactants needed to synthesize it. The reactants are: [Cl:1][C:2]1[N:7]=[C:6]([C:8](OC)=[O:9])[CH:5]=[C:4]([O:12][CH2:13][CH2:14][O:15][CH3:16])[N:3]=1.C(Cl)Cl.CC(C[AlH]CC(C)C)C. (6) Given the product [Cl:1][C:2]1[CH:3]=[CH:4][CH:5]=[C:6]([S:10][CH3:11])[C:7]=1/[CH:8]=[N:13]/[OH:14], predict the reactants needed to synthesize it. The reactants are: [Cl:1][C:2]1[C:7]([CH:8]=O)=[C:6]([S:10][CH3:11])[CH:5]=[CH:4][CH:3]=1.Cl.[NH2:13][OH:14].C([N-]CC)C. (7) Given the product [ClH:1].[Cl:1][C:2]1[CH:3]=[C:4]([C:9]2([CH2:17][O:18][CH3:19])[O:15][CH2:14][CH2:13][NH:12][CH2:11][CH2:10]2)[CH:5]=[CH:6][C:7]=1[Cl:8], predict the reactants needed to synthesize it. The reactants are: [Cl:1][C:2]1[CH:3]=[C:4]([C:9]2([CH2:17][O:18][CH3:19])[O:15][CH2:14][C:13](=O)[NH:12][CH2:11][CH2:10]2)[CH:5]=[CH:6][C:7]=1[Cl:8].B.C1COCC1. (8) The reactants are: [H-].[H-].[H-].[H-].[Li+].[Al+3].[C:7]1(=O)[NH:11][C:10](=O)[CH:9]2[CH2:13][CH2:14][CH:15]=[CH:16][CH:8]12. Given the product [CH:10]1[NH:11][CH:7]=[C:8]2[C:9]=1[CH:13]=[CH:14][CH:15]=[CH:16]2, predict the reactants needed to synthesize it.